Dataset: Full USPTO retrosynthesis dataset with 1.9M reactions from patents (1976-2016). Task: Predict the reactants needed to synthesize the given product. (1) Given the product [OH:32][C:24]1[C:25]([CH:29]([CH3:30])[CH3:31])=[CH:26][C:27]([C:9]([C:8]2[CH:7]=[CH:6][C:5]([S:2]([CH3:1])(=[O:3])=[O:4])=[CH:13][CH:12]=2)=[O:11])=[CH:28][C:23]=1[CH:20]([CH3:22])[CH3:21], predict the reactants needed to synthesize it. The reactants are: [CH3:1][S:2]([C:5]1[CH:13]=[CH:12][C:8]([C:9]([OH:11])=O)=[CH:7][CH:6]=1)(=[O:4])=[O:3].C(Cl)(=O)C(Cl)=O.[CH:20]([C:23]1[CH:28]=[CH:27][CH:26]=[C:25]([CH:29]([CH3:31])[CH3:30])[C:24]=1[OH:32])([CH3:22])[CH3:21].[Cl-].[Al+3].[Cl-].[Cl-]. (2) Given the product [CH3:11][C:8]1[CH:9]=[CH:10][C:5]([C:3]2[N:14]=[C:13]([NH:20][C@@H:19]([CH2:21][C:22]3[CH:23]=[CH:24][C:25]([OH:28])=[CH:26][CH:27]=3)[C:18]([O:17][CH3:16])=[O:29])[S:12][CH:2]=2)=[CH:6][CH:7]=1, predict the reactants needed to synthesize it. The reactants are: Br[CH2:2][CH:3]([C:5]1[CH:10]=[CH:9][C:8]([CH3:11])=[CH:7][CH:6]=1)O.[S-:12][C:13]#[N:14].[Na+].[CH3:16][O:17][C:18](=[O:29])[C@H:19]([CH2:21][C:22]1[CH:27]=[CH:26][C:25]([OH:28])=[CH:24][CH:23]=1)[NH2:20]. (3) Given the product [Cl:12][C:13]1[CH:18]=[CH:17][C:16]([C:19]#[C:20][C:2]2[CH:3]=[N:4][C:5]3[N:6]([N:8]=[C:9]([CH3:11])[CH:10]=3)[CH:7]=2)=[CH:15][CH:14]=1, predict the reactants needed to synthesize it. The reactants are: Br[C:2]1[CH:3]=[N:4][C:5]2[N:6]([N:8]=[C:9]([CH3:11])[CH:10]=2)[CH:7]=1.[Cl:12][C:13]1[CH:18]=[CH:17][C:16]([C:19]#[CH:20])=[CH:15][CH:14]=1. (4) Given the product [C:36]([O:20][C:18](=[O:19])[CH2:21][C:3]([C:4]1[CH:9]=[CH:8][CH:7]=[C:6]([C:10]2[CH:15]=[CH:14][N:13]=[C:12]([CH3:16])[CH:11]=2)[CH:5]=1)=[O:17])([CH3:35])([CH3:31])[CH3:42], predict the reactants needed to synthesize it. The reactants are: CO[C:3](=[O:17])[C:4]1[CH:9]=[CH:8][CH:7]=[C:6]([C:10]2[CH:15]=[CH:14][N:13]=[C:12]([CH3:16])[CH:11]=2)[CH:5]=1.[C:18]([C:21]1C=C(B(O)O)C=CC=1)([OH:20])=[O:19].Br[C:31]1[CH:36]=[CH:35]N=C(C)C=1.O=S(Cl)Cl.[C:42](#N)C.